From a dataset of Reaction yield outcomes from USPTO patents with 853,638 reactions. Predict the reaction yield, written as a fraction of the theoretical maximum amount of product (1.0 means a 100% yield; for example, 0.34 means a 34% yield). (1) The reactants are [CH3:1][C:2]1([CH3:12])[C:10]2[C:5](=[CH:6][CH:7]=[CH:8][CH:9]=2)[CH2:4][C:3]1=O.Cl.[NH2:14][OH:15].C1(C)C=CC=CC=1.C(Cl)(Cl)Cl. The catalyst is N1C=CC=CC=1. The product is [CH3:1][C:2]1([CH3:12])[C:10]2[C:5](=[CH:6][CH:7]=[CH:8][CH:9]=2)[CH2:4][C:3]1=[N:14][OH:15]. The yield is 0.980. (2) The reactants are [C:1]1([S:7]([N:10]2[C:18]3[C:13](=[CH:14][CH:15]=[CH:16][CH:17]=3)[C:12]([C:19]3[N:20]([S:24]([C:27]4[CH:32]=[CH:31][CH:30]=[CH:29][CH:28]=4)(=[O:26])=[O:25])[CH:21]=[CH:22][N:23]=3)=[CH:11]2)(=[O:9])=[O:8])[CH:6]=[CH:5][CH:4]=[CH:3][CH:2]=1.C([Li])(C)(C)C.CCCCC.[CH3:43][O:44][C:45]1[CH:46]=[C:47]([CH:51]=[C:52]([O:56][CH3:57])[C:53]=1[O:54][CH3:55])[C:48](Cl)=[O:49]. The catalyst is C1COCC1. The product is [C:27]1([S:24]([N:20]2[CH:21]=[C:22]([C:48]([C:47]3[CH:51]=[C:52]([O:56][CH3:57])[C:53]([O:54][CH3:55])=[C:45]([O:44][CH3:43])[CH:46]=3)=[O:49])[N:23]=[C:19]2[C:12]2[C:13]3[C:18](=[CH:17][CH:16]=[CH:15][CH:14]=3)[N:10]([S:7]([C:1]3[CH:2]=[CH:3][CH:4]=[CH:5][CH:6]=3)(=[O:9])=[O:8])[CH:11]=2)(=[O:25])=[O:26])[CH:28]=[CH:29][CH:30]=[CH:31][CH:32]=1. The yield is 0.300. (3) The reactants are C1([C:4]2[CH:8]=[C:7]([NH2:9])[NH:6][N:5]=2)CC1.C(N(CC)CC)C.[CH3:17][C:18]([O:21][C:22](O[C:22]([O:21][C:18]([CH3:20])([CH3:19])[CH3:17])=[O:23])=[O:23])([CH3:20])[CH3:19]. The catalyst is O1CCOCC1. The product is [NH2:9][C:7]1[CH:8]=[CH:4][N:5]([C:22]([O:21][C:18]([CH3:20])([CH3:19])[CH3:17])=[O:23])[N:6]=1. The yield is 0.520. (4) The reactants are [OH:1][CH2:2][C@H:3]1[N:8]([C:9]([O:11][CH2:12][C:13]2[CH:18]=[CH:17][CH:16]=[CH:15][CH:14]=2)=[O:10])[CH2:7][C@@H:6]([C:19]([O:21]C)=[O:20])[CH2:5][CH2:4]1.O.[OH-].[Li+]. The catalyst is CO.O. The product is [CH2:12]([O:11][C:9]([N:8]1[C@H:3]([CH2:2][OH:1])[CH2:4][CH2:5][C@H:6]([C:19]([OH:21])=[O:20])[CH2:7]1)=[O:10])[C:13]1[CH:18]=[CH:17][CH:16]=[CH:15][CH:14]=1. The yield is 0.818. (5) The reactants are [C:1]([O:5][C:6]([N:8]([CH3:27])[C@H:9]1[CH2:14][CH2:13][CH2:12][C@H:11]([NH:15]C(=O)OCC2C=CC=CC=2)[C@@H:10]1[OH:26])=[O:7])([CH3:4])([CH3:3])[CH3:2].[H][H]. The catalyst is CO.[Pd]. The product is [NH2:15][C@H:11]1[CH2:12][CH2:13][CH2:14][C@H:9]([N:8]([CH3:27])[C:6](=[O:7])[O:5][C:1]([CH3:3])([CH3:4])[CH3:2])[C@H:10]1[OH:26]. The yield is 0.980. (6) The reactants are CO.[OH-].[K+].[CH2:5]([Si:8]([CH3:25])([CH3:24])[Si:9]([CH3:23])([CH3:22])[C:10]1[CH:15]=[CH:14][C:13]([C:16]#[C:17][Si](C)(C)C)=[CH:12][CH:11]=1)[CH:6]=[CH2:7]. The catalyst is Cl. The product is [CH2:5]([Si:8]([CH3:24])([CH3:25])[Si:9]([C:10]1[CH:15]=[CH:14][C:13]([C:16]#[CH:17])=[CH:12][CH:11]=1)([CH3:23])[CH3:22])[CH:6]=[CH2:7]. The yield is 0.650. (7) The reactants are [ClH:1].N[C:3]1[CH:12]=[C:11]2[C:6]([CH:7]=[CH:8][C:9](=[O:13])[NH:10]2)=[CH:5][CH:4]=1.N([O-])=O.[Na+].[S:18](=[O:20])=[O:19]. The catalyst is C(#N)C.O.O.O.[Cu](Cl)Cl.C(O)(=O)C. The product is [O:13]=[C:9]1[CH:8]=[CH:7][C:6]2[C:11](=[CH:12][C:3]([S:18]([Cl:1])(=[O:20])=[O:19])=[CH:4][CH:5]=2)[NH:10]1. The yield is 0.550.